Dataset: Catalyst prediction with 721,799 reactions and 888 catalyst types from USPTO. Task: Predict which catalyst facilitates the given reaction. (1) The catalyst class is: 1. Product: [CH3:1][O:2][C:3]1[CH:4]=[C:5]([C:6](=[O:7])[CH3:21])[CH:12]=[C:13]([S:15]([F:17])([F:20])([F:19])([F:16])[F:18])[CH:14]=1. Reactant: [CH3:1][O:2][C:3]1[CH:4]=[C:5]([CH:12]=[C:13]([S:15]([F:20])([F:19])([F:18])([F:17])[F:16])[CH:14]=1)[C:6](N(OC)C)=[O:7].[CH3:21][Mg]Br. (2) Reactant: Br[C:2]1[CH:3]=[N:4][CH:5]=[N:6][CH:7]=1.C([Mg]Cl)(C)C.[Br:13][C:14]1[CH:15]=[CH:16][C:17]([F:22])=[C:18]([CH:21]=1)[CH:19]=[O:20]. Product: [Br:13][C:14]1[CH:15]=[CH:16][C:17]([F:22])=[C:18]([CH:19]([C:2]2[CH:3]=[N:4][CH:5]=[N:6][CH:7]=2)[OH:20])[CH:21]=1. The catalyst class is: 1.